The task is: Regression. Given two drug SMILES strings and cell line genomic features, predict the synergy score measuring deviation from expected non-interaction effect.. This data is from NCI-60 drug combinations with 297,098 pairs across 59 cell lines. (1) Drug 2: C1=NC2=C(N1)C(=S)N=C(N2)N. Drug 1: CCCS(=O)(=O)NC1=C(C(=C(C=C1)F)C(=O)C2=CNC3=C2C=C(C=N3)C4=CC=C(C=C4)Cl)F. Synergy scores: CSS=55.5, Synergy_ZIP=0.554, Synergy_Bliss=3.21, Synergy_Loewe=-7.03, Synergy_HSA=6.00. Cell line: MALME-3M. (2) Drug 1: CC1=CC2C(CCC3(C2CCC3(C(=O)C)OC(=O)C)C)C4(C1=CC(=O)CC4)C. Drug 2: CC(C)(C#N)C1=CC(=CC(=C1)CN2C=NC=N2)C(C)(C)C#N. Cell line: SF-295. Synergy scores: CSS=-5.29, Synergy_ZIP=0.0996, Synergy_Bliss=-4.82, Synergy_Loewe=-14.0, Synergy_HSA=-7.58. (3) Drug 1: CC12CCC(CC1=CCC3C2CCC4(C3CC=C4C5=CN=CC=C5)C)O. Drug 2: C1=NC2=C(N=C(N=C2N1C3C(C(C(O3)CO)O)F)Cl)N. Cell line: A549. Synergy scores: CSS=23.7, Synergy_ZIP=-0.918, Synergy_Bliss=-4.67, Synergy_Loewe=-40.0, Synergy_HSA=-4.75. (4) Drug 2: C(CN)CNCCSP(=O)(O)O. Cell line: UO-31. Drug 1: COC1=C(C=C2C(=C1)N=CN=C2NC3=CC(=C(C=C3)F)Cl)OCCCN4CCOCC4. Synergy scores: CSS=20.1, Synergy_ZIP=-5.08, Synergy_Bliss=-4.24, Synergy_Loewe=-20.7, Synergy_HSA=-3.41. (5) Drug 1: CS(=O)(=O)CCNCC1=CC=C(O1)C2=CC3=C(C=C2)N=CN=C3NC4=CC(=C(C=C4)OCC5=CC(=CC=C5)F)Cl. Drug 2: CN(C(=O)NC(C=O)C(C(C(CO)O)O)O)N=O. Cell line: UO-31. Synergy scores: CSS=4.22, Synergy_ZIP=0.0304, Synergy_Bliss=3.41, Synergy_Loewe=-1.62, Synergy_HSA=0.998. (6) Drug 1: CS(=O)(=O)C1=CC(=C(C=C1)C(=O)NC2=CC(=C(C=C2)Cl)C3=CC=CC=N3)Cl. Drug 2: N.N.Cl[Pt+2]Cl. Cell line: UACC62. Synergy scores: CSS=2.58, Synergy_ZIP=-0.974, Synergy_Bliss=-0.859, Synergy_Loewe=-2.25, Synergy_HSA=-1.57. (7) Drug 1: C1=NC2=C(N1)C(=S)N=CN2. Drug 2: CN(CCCl)CCCl.Cl. Cell line: SN12C. Synergy scores: CSS=22.3, Synergy_ZIP=-8.81, Synergy_Bliss=-1.48, Synergy_Loewe=-9.79, Synergy_HSA=-1.62.